From a dataset of Catalyst prediction with 721,799 reactions and 888 catalyst types from USPTO. Predict which catalyst facilitates the given reaction. (1) Reactant: [Al+3].[Cl-].[Cl-].[Cl-].[Br:5][C:6]1[CH:7]=[C:8]2[CH:14]=[CH:13][NH:12][C:9]2=[N:10][CH:11]=1.[Cl:15][CH2:16][C:17](Cl)=[O:18]. Product: [Br:5][C:6]1[CH:7]=[C:8]2[C:14]([C:17](=[O:18])[CH2:16][Cl:15])=[CH:13][NH:12][C:9]2=[N:10][CH:11]=1. The catalyst class is: 4. (2) Reactant: [C:1]([C:3]1[CH:4]=[CH:5][C:6]2[O:10][C:9]([CH:11]([NH:18][C:19]3[CH:27]=[CH:26][C:22]([C:23](O)=[O:24])=[CH:21][CH:20]=3)[CH:12]3[CH2:17][CH2:16][CH2:15][CH2:14][CH2:13]3)=[C:8]([CH3:28])[C:7]=2[CH:29]=1)#[N:2].Cl.[CH2:31]([O:33][C:34](=[O:38])[CH2:35][CH2:36][NH2:37])[CH3:32].O.ON1C2C=CC=CC=2N=N1.Cl.C(N=C=NCCCN(C)C)C.Cl. Product: [C:1]([C:3]1[CH:4]=[CH:5][C:6]2[O:10][C:9]([CH:11]([NH:18][C:19]3[CH:27]=[CH:26][C:22]([C:23]([NH:37][CH2:36][CH2:35][C:34]([O:33][CH2:31][CH3:32])=[O:38])=[O:24])=[CH:21][CH:20]=3)[CH:12]3[CH2:13][CH2:14][CH2:15][CH2:16][CH2:17]3)=[C:8]([CH3:28])[C:7]=2[CH:29]=1)#[N:2]. The catalyst class is: 289. (3) Product: [CH:1]1([N:4]([CH:5]([CH2:6][OH:7])[CH:8]([CH3:10])[CH3:9])[C:20]([NH:19][C:14]2[CH:15]=[CH:16][CH:17]=[CH:18][C:13]=2[C:12]([F:11])([F:22])[F:23])=[O:21])[CH2:3][CH2:2]1. Reactant: [CH:1]1([NH:4][CH:5]([CH:8]([CH3:10])[CH3:9])[CH2:6][OH:7])[CH2:3][CH2:2]1.[F:11][C:12]([F:23])([F:22])[C:13]1[CH:18]=[CH:17][CH:16]=[CH:15][C:14]=1[N:19]=[C:20]=[O:21]. The catalyst class is: 1. (4) Product: [N:33]1([C:28](=[O:30])[CH2:27][C:24]2[CH:25]=[CH:26][C:21]([O:20][CH2:19][CH2:18][C@@H:16]3[CH2:17][C@@H:15]3[CH:12]3[CH2:13][CH2:14][N:9]([C:7]4[O:6][N:5]=[C:4]([CH:1]([CH3:2])[CH3:3])[N:8]=4)[CH2:10][CH2:11]3)=[CH:22][CH:23]=2)[CH2:41][CH2:36][CH2:37]1. Reactant: [CH:1]([C:4]1[N:8]=[C:7]([N:9]2[CH2:14][CH2:13][CH:12]([C@H:15]3[CH2:17][C@H:16]3[CH2:18][CH2:19][O:20][C:21]3[CH:26]=[CH:25][C:24]([CH2:27][C:28]([OH:30])=O)=[CH:23][CH:22]=3)[CH2:11][CH2:10]2)[O:6][N:5]=1)([CH3:3])[CH3:2].O.O[N:33]1[C:37]2C=CC=[CH:41][C:36]=2N=N1.Cl.C(/N=N/CCCN(C)C)C.N1CCC1. The catalyst class is: 61.